From a dataset of Reaction yield outcomes from USPTO patents with 853,638 reactions. Predict the reaction yield, written as a fraction of the theoretical maximum amount of product (1.0 means a 100% yield; for example, 0.34 means a 34% yield). (1) The reactants are [C:1]([C:5]1[CH:10]=[CH:9][C:8]([N+:11]([O-])=O)=[CH:7][C:6]=1[O:14][CH3:15])([CH3:4])([CH3:3])[CH3:2].C([O-])=O.[K+]. The catalyst is CCO.O.[Pd]. The product is [C:1]([C:5]1[CH:10]=[CH:9][C:8]([NH2:11])=[CH:7][C:6]=1[O:14][CH3:15])([CH3:4])([CH3:2])[CH3:3]. The yield is 0.720. (2) The reactants are [F:1][C:2]1[CH:7]=[CH:6][C:5]([C:8]2[C:17]([OH:18])=[CH:16][C:15]3[C:10](=[CH:11][CH:12]=[CH:13][CH:14]=3)[N:9]=2)=[CH:4][CH:3]=1.Cl[C:20]1[C:29]2[C:24](=[CH:25][C:26]([O:32][CH3:33])=[C:27]([O:30][CH3:31])[CH:28]=2)[N:23]=[CH:22][CH:21]=1.O. The catalyst is CN(C)C1C=CN=CC=1.ClC1C=CC=CC=1Cl. The product is [F:1][C:2]1[CH:7]=[CH:6][C:5]([C:8]2[C:17]([O:18][C:20]3[C:29]4[C:24](=[CH:25][C:26]([O:32][CH3:33])=[C:27]([O:30][CH3:31])[CH:28]=4)[N:23]=[CH:22][CH:21]=3)=[CH:16][C:15]3[C:10](=[CH:11][CH:12]=[CH:13][CH:14]=3)[N:9]=2)=[CH:4][CH:3]=1. The yield is 0.640.